This data is from Reaction yield outcomes from USPTO patents with 853,638 reactions. The task is: Predict the reaction yield, written as a fraction of the theoretical maximum amount of product (1.0 means a 100% yield; for example, 0.34 means a 34% yield). (1) The catalyst is C(Cl)Cl.N1C=CC=CC=1. The yield is 0.200. The product is [F:15][CH2:16][CH2:17][CH2:18][C:19]1[CH:24]=[CH:23][C:22]([S:25]([NH:14][C:11]2[CH:10]=[CH:9][C:8]([CH:6]3[CH2:5][N:4]([CH2:1][CH2:2][CH3:3])[CH2:7]3)=[CH:13][CH:12]=2)(=[O:27])=[O:26])=[CH:21][CH:20]=1. The reactants are [CH2:1]([N:4]1[CH2:7][CH:6]([C:8]2[CH:13]=[CH:12][C:11]([NH2:14])=[CH:10][CH:9]=2)[CH2:5]1)[CH2:2][CH3:3].[F:15][CH2:16][CH2:17][CH2:18][C:19]1[CH:24]=[CH:23][C:22]([S:25](Cl)(=[O:27])=[O:26])=[CH:21][CH:20]=1. (2) The reactants are [C:1]([C:3]1[C:8]2[S:9][CH:10]=[CH:11][C:7]=2[C:6]([NH:12][C@H:13]([C@@H:17]([OH:19])[CH3:18])[C:14]([OH:16])=O)=[CH:5][CH:4]=1)#[N:2].[C:20]([NH:28][NH2:29])(=[O:27])[C:21]1[CH:26]=[CH:25][CH:24]=[CH:23][CH:22]=1.C1C=CC2N(O)N=NC=2C=1.C(Cl)CCl.CCN(CC)CC. The catalyst is C1COCC1.CN(C=O)C. The product is [C:1]([C:3]1[C:8]2[S:9][CH:10]=[CH:11][C:7]=2[C:6]([NH:12][C@H:13]([C@@H:17]([OH:19])[CH3:18])[C:14]([NH:29][NH:28][C:20](=[O:27])[C:21]2[CH:26]=[CH:25][CH:24]=[CH:23][CH:22]=2)=[O:16])=[CH:5][CH:4]=1)#[N:2]. The yield is 0.760.